From a dataset of Catalyst prediction with 721,799 reactions and 888 catalyst types from USPTO. Predict which catalyst facilitates the given reaction. Reactant: CC(C)([O-])C.[K+].[NH:7]1[CH:11]=[CH:10][CH:9]=[N:8]1.[C:12]([O:16][C:17]([N:19]1[C:27]2[CH:26]=[C:25]([CH2:28]OS(C)(=O)=O)[N:24]=[CH:23][C:22]=2[C:21]([CH3:35])([CH3:34])[CH2:20]1)=[O:18])([CH3:15])([CH3:14])[CH3:13].O. Product: [C:12]([O:16][C:17]([N:19]1[C:27]2[CH:26]=[C:25]([CH2:28][N:7]3[CH:11]=[CH:10][CH:9]=[N:8]3)[N:24]=[CH:23][C:22]=2[C:21]([CH3:35])([CH3:34])[CH2:20]1)=[O:18])([CH3:15])([CH3:14])[CH3:13]. The catalyst class is: 1.